From a dataset of Full USPTO retrosynthesis dataset with 1.9M reactions from patents (1976-2016). Predict the reactants needed to synthesize the given product. (1) Given the product [Cl:25][C:21]1[N:20]=[CH:19][C:18]2[C:16]([CH:13]3[CH2:15][CH2:14]3)=[N:11][NH:12][C:23]=2[CH:22]=1, predict the reactants needed to synthesize it. The reactants are: C(N(C(C)C)CC)(C)C.O.[NH2:11][NH2:12].[CH:13]1([C:16]([C:18]2[CH:19]=[N:20][C:21]([Cl:25])=[CH:22][C:23]=2Cl)=O)[CH2:15][CH2:14]1. (2) Given the product [Cl:25][C:26]1[CH:36]=[CH:35][CH:34]=[C:33]([Cl:37])[C:27]=1[CH2:28][S:29]([NH:1][C:2]1[CH:3]=[CH:4][C:5]([N:8]2[C:14](=[O:15])[CH2:13][C:12](=[O:16])[NH:11][C:10]3[C:17]4[CH2:18][CH2:19][CH2:20][CH2:21][C:22]=4[CH:23]=[CH:24][C:9]2=3)=[CH:6][CH:7]=1)(=[O:31])=[O:30], predict the reactants needed to synthesize it. The reactants are: [NH2:1][C:2]1[CH:7]=[CH:6][C:5]([N:8]2[C:14](=[O:15])[CH2:13][C:12](=[O:16])[NH:11][C:10]3[C:17]4[CH2:18][CH2:19][CH2:20][CH2:21][C:22]=4[CH:23]=[CH:24][C:9]2=3)=[CH:4][CH:3]=1.[Cl:25][C:26]1[CH:36]=[CH:35][CH:34]=[C:33]([Cl:37])[C:27]=1[CH2:28][S:29](Cl)(=[O:31])=[O:30]. (3) The reactants are: C(=O)([O-])[O-].[Na+].[Na+].CC1(C)C(C)(C)OB([C:15]2[CH:16]=[C:17]3[C:22](=[CH:23][CH:24]=2)[O:21][CH2:20][CH2:19][CH2:18]3)O1.Br[C:27]1[C:28]2[C:45]([CH3:46])=[CH:44][CH:43]=[CH:42][C:29]=2[S:30][C:31]=1[CH:32]([O:37][C:38]([CH3:41])([CH3:40])[CH3:39])[C:33]([O:35][CH3:36])=[O:34].CN(C)C=O. Given the product [C:38]([O:37][CH:32]([C:31]1[S:30][C:29]2[CH:42]=[CH:43][CH:44]=[C:45]([CH3:46])[C:28]=2[C:27]=1[C:15]1[CH:24]=[CH:23][C:22]2[O:21][CH2:20][CH2:19][CH2:18][C:17]=2[CH:16]=1)[C:33]([O:35][CH3:36])=[O:34])([CH3:41])([CH3:40])[CH3:39], predict the reactants needed to synthesize it. (4) The reactants are: [CH3:1][N:2]1[CH2:7][CH2:6][N:5]([C:8]2[CH:9]=[C:10]([C:14](=[O:16])[CH3:15])[CH:11]=[CH:12][CH:13]=2)[CH2:4][CH2:3]1.[CH:17]([C:19]1[CH:20]=[C:21](/[CH:25]=[CH:26]/[C:27]([O:29]C(C)(C)C)=[O:28])[CH:22]=[CH:23][CH:24]=1)=O.[OH-].[K+]. Given the product [CH3:1][N:2]1[CH2:7][CH2:6][N:5]([C:8]2[CH:9]=[C:10]([C:14](=[O:16])/[CH:15]=[CH:17]/[C:19]3[CH:20]=[C:21](/[CH:25]=[CH:26]/[C:27]([OH:29])=[O:28])[CH:22]=[CH:23][CH:24]=3)[CH:11]=[CH:12][CH:13]=2)[CH2:4][CH2:3]1, predict the reactants needed to synthesize it. (5) Given the product [C:1]([O:5][C:6]([N:8]1[C:16]2[C:11](=[CH:12][CH:13]=[CH:14][CH:15]=2)[C:10](=[CH:27][C:20]2[C:21]3[C:26](=[CH:25][CH:24]=[CH:23][CH:22]=3)[NH:18][CH:19]=2)[C:9]1=[O:17])=[O:7])([CH3:4])([CH3:2])[CH3:3], predict the reactants needed to synthesize it. The reactants are: [C:1]([O:5][C:6]([N:8]1[C:16]2[C:11](=[CH:12][CH:13]=[CH:14][CH:15]=2)[CH2:10][C:9]1=[O:17])=[O:7])([CH3:4])([CH3:3])[CH3:2].[NH:18]1[C:26]2[C:21](=[CH:22][CH:23]=[CH:24][CH:25]=2)[C:20]([CH:27]=O)=[CH:19]1.